Task: Predict the product of the given reaction.. Dataset: Forward reaction prediction with 1.9M reactions from USPTO patents (1976-2016) (1) Given the reactants [N:1]1([C:6]2[CH:11]=[CH:10][C:9]([CH2:12][N:13]3[C:22]4[CH:21]=[CH:20][CH:19]=[CH:18][C:17]=4[C:16]4=[N:23][NH:24][C:25](=[O:26])[C:15]4=[N:14]3)=[CH:8][CH:7]=2)[CH:5]=[CH:4][CH:3]=[N:2]1.P([O-])([O-])([O-])=O.[K+].[K+].[K+].CN[C@@H]1CCCC[C@H]1NC.[F:45][C:46]1[C:51]([CH3:52])=[C:50](I)[CH:49]=[CH:48][N:47]=1.C(=O)(O)[O-].[Na+], predict the reaction product. The product is: [F:45][C:46]1[C:51]([CH3:52])=[C:50]([N:24]2[C:25](=[O:26])[C:15]3=[N:14][N:13]([CH2:12][C:9]4[CH:10]=[CH:11][C:6]([N:1]5[CH:5]=[CH:4][CH:3]=[N:2]5)=[CH:7][CH:8]=4)[C:22]4[CH:21]=[CH:20][CH:19]=[CH:18][C:17]=4[C:16]3=[N:23]2)[CH:49]=[CH:48][N:47]=1. (2) Given the reactants [CH:1]1[C:13]2[CH2:12][C:11]3[C:6](=[CH:7][CH:8]=[CH:9][CH:10]=3)[C:5]=2[CH:4]=[CH:3][CH:2]=1.C([Li])CCC.CCCCCC.[C:25]([C:29]1[CH:30]=[C:31]([CH3:49])[C:32](=[C:34]([C:42]2[CH:47]=[CH:46][C:45]([CH3:48])=[CH:44][CH:43]=2)[C:35]2[CH:40]=[CH:39][C:38]([CH3:41])=[CH:37][CH:36]=2)[CH:33]=1)([CH3:28])([CH3:27])[CH3:26].O, predict the reaction product. The product is: [C:25]([C:29]1[CH:30]=[C:31]([CH3:49])[CH:32]([C:34]([C:1]2[C:13]3[CH2:12][C:11]4[C:6](=[CH:7][CH:8]=[CH:9][CH:10]=4)[C:5]=3[CH:4]=[CH:3][CH:2]=2)([C:35]2[CH:36]=[CH:37][C:38]([CH3:41])=[CH:39][CH:40]=2)[C:42]2[CH:43]=[CH:44][C:45]([CH3:48])=[CH:46][CH:47]=2)[CH:33]=1)([CH3:28])([CH3:26])[CH3:27]. (3) The product is: [CH2:10]([O:9][C:7]([C:3]1[CH2:4][CH2:5][CH2:6][C:2]=1[NH:16][CH2:15][CH2:14][C:13]([CH3:18])([CH3:17])[CH3:12])=[O:8])[CH3:11]. Given the reactants O=[C:2]1[CH2:6][CH2:5][CH2:4][CH:3]1[C:7]([O:9][CH2:10][CH3:11])=[O:8].[CH3:12][C:13]([CH3:18])([CH3:17])[CH2:14][CH2:15][NH2:16], predict the reaction product. (4) Given the reactants [F:1][C:2]1[CH:7]=[CH:6][C:5]([C:8]2[N+:9]([CH3:14])=[N:10]O[C:12]=2[O-])=[CH:4][CH:3]=1.[C:15]([Sn:17]([CH2:26][CH2:27][CH2:28][CH3:29])([CH2:22][CH2:23][CH2:24][CH3:25])[CH2:18][CH2:19][CH2:20][CH3:21])#C, predict the reaction product. The product is: [F:1][C:2]1[CH:7]=[CH:6][C:5]([C:8]2[N:9]([CH3:14])[N:10]=[C:15]([Sn:17]([CH2:18][CH2:19][CH2:20][CH3:21])([CH2:26][CH2:27][CH2:28][CH3:29])[CH2:22][CH2:23][CH2:24][CH3:25])[CH:12]=2)=[CH:4][CH:3]=1. (5) Given the reactants [CH:1]([CH:3]1[CH2:8][CH2:7][CH2:6][CH2:5][CH:4]1/[CH:9]=[CH:10]/[C:11]([O:13][CH2:14][CH3:15])=[O:12])=O.[CH2:16]([NH2:23])[C:17]1[CH:22]=[CH:21][CH:20]=[CH:19][CH:18]=1.[BH-](OC(C)=O)(OC(C)=O)OC(C)=O.[Na+], predict the reaction product. The product is: [CH2:16]([N:23]1[CH2:1][CH:3]2[CH:4]([CH2:5][CH2:6][CH2:7][CH2:8]2)[CH:9]1[CH2:10][C:11]([O:13][CH2:14][CH3:15])=[O:12])[C:17]1[CH:22]=[CH:21][CH:20]=[CH:19][CH:18]=1.